This data is from Reaction yield outcomes from USPTO patents with 853,638 reactions. The task is: Predict the reaction yield, written as a fraction of the theoretical maximum amount of product (1.0 means a 100% yield; for example, 0.34 means a 34% yield). (1) The reactants are [Cl:1][CH2:2][CH2:3]Cl.CN(C=O)C.C(Cl)(C(Cl)=O)=O.OC1C=[C:19]([C:41]([O:43][CH2:44][CH3:45])=[O:42])[C:20]2[C:25]([CH3:26])=[N:24][N:23]([CH2:27][C:28]3[CH:33]=[CH:32][C:31]([O:34][C:35]4[CH:40]=[CH:39][CH:38]=[CH:37][CH:36]=4)=[CH:30][CH:29]=3)[C:21]=2[N:22]=1. The catalyst is O. The product is [Cl:1][C:2]1[CH:3]=[C:19]([C:41]([O:43][CH2:44][CH3:45])=[O:42])[C:20]2[C:25]([CH3:26])=[N:24][N:23]([CH2:27][C:28]3[CH:29]=[CH:30][C:31]([O:34][C:35]4[CH:36]=[CH:37][CH:38]=[CH:39][CH:40]=4)=[CH:32][CH:33]=3)[C:21]=2[N:22]=1. The yield is 1.00. (2) The reactants are Br[C:2]1[CH:7]=[CH:6][C:5]([Br:8])=[CH:4][N:3]=1.C([Li])CCC.O1CCN([C:20](=[O:30])[C@H:21]([O:23][CH:24]2[CH2:29][CH2:28][CH2:27][CH2:26][O:25]2)[CH3:22])CC1. The catalyst is C1(C)C=CC=CC=1. The product is [Br:8][C:5]1[CH:6]=[CH:7][C:2]([C:20](=[O:30])[C@H:21]([O:23][CH:24]2[CH2:29][CH2:28][CH2:27][CH2:26][O:25]2)[CH3:22])=[N:3][CH:4]=1. The yield is 0.620. (3) The reactants are [H-].[Li+].[OH:3][CH2:4][C:5]1[CH:10]=[C:9]([CH3:11])[N:8]=[C:7]([O:12][C@@H:13]([C:18]([O:31][CH3:32])([C:25]2[CH:30]=[CH:29][CH:28]=[CH:27][CH:26]=2)[C:19]2[CH:24]=[CH:23][CH:22]=[CH:21][CH:20]=2)[C:14]([O:16][CH3:17])=[O:15])[N:6]=1.[CH2:33](Br)[C:34]1[CH:39]=[CH:38][CH:37]=[CH:36][CH:35]=1. The catalyst is O1CCCC1.CN(C)C=O. The product is [CH2:33]([O:3][CH2:4][C:5]1[CH:10]=[C:9]([CH3:11])[N:8]=[C:7]([O:12][C@@H:13]([C:18]([O:31][CH3:32])([C:25]2[CH:26]=[CH:27][CH:28]=[CH:29][CH:30]=2)[C:19]2[CH:20]=[CH:21][CH:22]=[CH:23][CH:24]=2)[C:14]([O:16][CH3:17])=[O:15])[N:6]=1)[C:34]1[CH:39]=[CH:38][CH:37]=[CH:36][CH:35]=1. The yield is 0.690. (4) The reactants are [CH3:1][C:2]1[CH:23]=[CH:22][C:5]2[N:6]([CH2:9][C:10]3[CH:21]=[CH:20][C:13]4[N:14]=[C:15](S(C)=O)[S:16][C:12]=4[CH:11]=3)[CH:7]=[N:8][C:4]=2[CH:3]=1.[NH2:24][C@@H:25]1[CH2:30][CH2:29][CH2:28][CH2:27][C@H:26]1[OH:31].CCN(C(C)C)C(C)C.CN1C(=O)CCC1. The catalyst is CCOC(C)=O. The product is [CH3:1][C:2]1[CH:23]=[CH:22][C:5]2[N:6]([CH2:9][C:10]3[CH:21]=[CH:20][C:13]4[N:14]=[C:15]([NH:24][C@@H:25]5[CH2:30][CH2:29][CH2:28][CH2:27][C@H:26]5[OH:31])[S:16][C:12]=4[CH:11]=3)[CH:7]=[N:8][C:4]=2[CH:3]=1. The yield is 0.890. (5) The reactants are Cl[C:2]1[C:3]2[C:10]([S:11][C:12]3[CH:18]=[CH:17][C:15]([NH2:16])=[CH:14][CH:13]=3)=[CH:9][N:8]([CH2:19][O:20][CH2:21][CH2:22][Si:23]([CH3:26])([CH3:25])[CH3:24])[C:4]=2[N:5]=[CH:6][N:7]=1.[Cl-].[CH3:28][C:29]1[CH:30]=[CH:31][N:32]2[C:37]=1[C:36](=[O:38])[N:35]([C:39]1[CH:44]=[CH:43][CH:42]=[CH:41][CH:40]=1)[C:34]([C@@H:45]([NH3+:47])[CH3:46])=[N:33]2.[F-].[Cs+].C(N(CC)C(C)C)(C)C. The catalyst is C(O)(C)(C)C. The product is [NH2:16][C:15]1[CH:17]=[CH:18][C:12]([S:11][C:10]2[C:3]3[C:2]([NH:47][C@H:45]([C:34]4[N:35]([C:39]5[CH:44]=[CH:43][CH:42]=[CH:41][CH:40]=5)[C:36](=[O:38])[C:37]5=[C:29]([CH3:28])[CH:30]=[CH:31][N:32]5[N:33]=4)[CH3:46])=[N:7][CH:6]=[N:5][C:4]=3[N:8]([CH2:19][O:20][CH2:21][CH2:22][Si:23]([CH3:26])([CH3:25])[CH3:24])[CH:9]=2)=[CH:13][CH:14]=1. The yield is 0.400. (6) The reactants are [F:1][C:2]([F:22])([F:21])[C:3]1[CH:4]=[C:5]([CH:18]=[CH:19][CH:20]=1)[C:6]([C:8]1[CH:13]=[CH:12][CH:11]=[C:10]([C:14]([F:17])([F:16])[F:15])[CH:9]=1)=[O:7].[BH4-].[Na+]. The catalyst is CO.O. The product is [F:1][C:2]([F:21])([F:22])[C:3]1[CH:4]=[C:5]([CH:6]([C:8]2[CH:13]=[CH:12][CH:11]=[C:10]([C:14]([F:17])([F:15])[F:16])[CH:9]=2)[OH:7])[CH:18]=[CH:19][CH:20]=1. The yield is 0.940. (7) The reactants are C[O:2][C:3](=O)[CH2:4][C:5]1[CH:10]=[C:9]([O:11][CH3:12])[C:8]([O:13][CH2:14][C:15]2[CH:20]=[CH:19][CH:18]=[CH:17][CH:16]=2)=[C:7]([O:21][CH3:22])[CH:6]=1.[H-].[H-].[H-].[H-].[Li+].[Al+3]. The catalyst is C1COCC1. The product is [CH2:14]([O:13][C:8]1[C:9]([O:11][CH3:12])=[CH:10][C:5]([CH2:4][CH2:3][OH:2])=[CH:6][C:7]=1[O:21][CH3:22])[C:15]1[CH:16]=[CH:17][CH:18]=[CH:19][CH:20]=1. The yield is 0.890. (8) The reactants are Cl.[Cl:2][C:3]1[CH:4]=[C:5]([N:9]2[C:13]([CH2:14][NH2:15])=[CH:12][C:11]([C:16]([F:19])([F:18])[F:17])=[N:10]2)[CH:6]=[CH:7][CH:8]=1.[F:20][C:21]1[CH:22]=[C:23]([NH:30][C:31](=O)[O:32]C2C=CC=CC=2)[CH:24]=[CH:25][C:26]=1[CH2:27][CH2:28][OH:29]. The catalyst is C1COCC1. The product is [Cl:2][C:3]1[CH:4]=[C:5]([N:9]2[C:13]([CH2:14][NH:15][C:31]([NH:30][C:23]3[CH:24]=[CH:25][C:26]([CH2:27][CH2:28][OH:29])=[C:21]([F:20])[CH:22]=3)=[O:32])=[CH:12][C:11]([C:16]([F:17])([F:18])[F:19])=[N:10]2)[CH:6]=[CH:7][CH:8]=1. The yield is 0.450. (9) The reactants are [C:1]([N:20]1[CH:24]=[C:23]([CH:25]=[O:26])[N:22]=[CH:21]1)([C:14]1[CH:19]=[CH:18][CH:17]=[CH:16][CH:15]=1)([C:8]1[CH:13]=[CH:12][CH:11]=[CH:10][CH:9]=1)[C:2]1[CH:7]=[CH:6][CH:5]=[CH:4][CH:3]=1.Cl.[C:28]([O:31][CH2:32][CH3:33])(=[O:30])[CH3:29]. The catalyst is CC1CCCO1.C1COCC1. The product is [OH:26][CH:25]([C:23]1[N:22]=[CH:21][N:20]([C:1]([C:14]2[CH:15]=[CH:16][CH:17]=[CH:18][CH:19]=2)([C:8]2[CH:9]=[CH:10][CH:11]=[CH:12][CH:13]=2)[C:2]2[CH:7]=[CH:6][CH:5]=[CH:4][CH:3]=2)[CH:24]=1)[CH2:29][C:28]([O:31][CH2:32][CH3:33])=[O:30]. The yield is 0.830. (10) The reactants are [NH2:1][C:2]([CH3:19])([CH2:10][C:11]1[CH:16]=[CH:15][C:14]([O:17]C)=[CH:13][CH:12]=1)[C:3]([O:5]C(C)(C)C)=[O:4].B(Br)(Br)Br.C([O-])(O)=O.[Na+]. The catalyst is C(Cl)Cl. The product is [CH3:19][C@@:2]([NH2:1])([C:3]([OH:5])=[O:4])[CH2:10][C:11]1[CH:16]=[CH:15][C:14]([OH:17])=[CH:13][CH:12]=1. The yield is 0.454.